Dataset: Catalyst prediction with 721,799 reactions and 888 catalyst types from USPTO. Task: Predict which catalyst facilitates the given reaction. (1) Reactant: C([O:3][C:4]([C:6]1[N:7]=[C:8]([C:11]2[CH:16]=[CH:15][C:14]([CH2:17][CH2:18][O:19][Si:20]([C:33]([CH3:36])([CH3:35])[CH3:34])([C:27]3[CH:32]=[CH:31][CH:30]=[CH:29][CH:28]=3)[C:21]3[CH:26]=[CH:25][CH:24]=[CH:23][CH:22]=3)=[CH:13][N:12]=2)[S:9][CH:10]=1)=[O:5])C.[OH-].[Li+]. Product: [C:33]([Si:20]([C:27]1[CH:32]=[CH:31][CH:30]=[CH:29][CH:28]=1)([C:21]1[CH:22]=[CH:23][CH:24]=[CH:25][CH:26]=1)[O:19][CH2:18][CH2:17][C:14]1[CH:15]=[CH:16][C:11]([C:8]2[S:9][CH:10]=[C:6]([C:4]([OH:5])=[O:3])[N:7]=2)=[N:12][CH:13]=1)([CH3:36])([CH3:34])[CH3:35]. The catalyst class is: 30. (2) Reactant: [H-].[H-].[H-].[H-].[Li+].[Al+3].[CH3:7][O:8][C:9]1[C:14]([N:15]([CH2:20][CH2:21][CH3:22])[C:16](=O)[CH2:17][CH3:18])=[CH:13][C:12]([CH3:23])=[C:11]([C:24]2[CH:29]=[CH:28][C:27]([O:30][C:31]([F:34])([F:33])[F:32])=[CH:26][C:25]=2[O:35][CH3:36])[N:10]=1. Product: [CH3:7][O:8][C:9]1[C:14]([N:15]([CH2:16][CH2:17][CH3:18])[CH2:20][CH2:21][CH3:22])=[CH:13][C:12]([CH3:23])=[C:11]([C:24]2[CH:29]=[CH:28][C:27]([O:30][C:31]([F:34])([F:33])[F:32])=[CH:26][C:25]=2[O:35][CH3:36])[N:10]=1. The catalyst class is: 1. (3) The catalyst class is: 19. Product: [C:16]([O:15][C:9]1[CH:8]=[C:7]([CH2:19][CH2:20][C:21]2[CH:26]=[CH:25][CH:24]=[CH:23][CH:22]=2)[CH:6]=[C:5]([O:4][C:1](=[O:3])[CH3:2])[C:10]=1[O:11][C:12](=[O:14])[CH3:13])(=[O:18])[CH3:17]. Reactant: [C:1]([O:4][C:5]1[CH:6]=[C:7](/[CH:19]=[CH:20]/[C:21]2[CH:26]=[CH:25][CH:24]=[CH:23][CH:22]=2)[CH:8]=[C:9]([O:15][C:16](=[O:18])[CH3:17])[C:10]=1[O:11][C:12](=[O:14])[CH3:13])(=[O:3])[CH3:2]. (4) Reactant: [NH2:1][C:2]1[C:3]2[CH:23]=[CH:22][CH:21]=[CH:20][C:4]=2[C:5]2[C@@H:6]([CH2:18][Cl:19])[CH2:7][N:8]([C:11]([O:13][C:14]([CH3:17])([CH3:16])[CH3:15])=[O:12])[C:9]=2[CH:10]=1.[O:24]=[C:25]1[CH:29]=[CH:28][C:27](=[O:30])[N:26]1[CH2:31][CH2:32][CH2:33][CH2:34][CH2:35][C:36](O)=[O:37].Cl.CN(C)CCCN=C=NCC.C1(C)C=CC(S(O)(=O)=O)=CC=1. Product: [Cl:19][CH2:18][C@@H:6]1[C:5]2[C:4]3[CH:20]=[CH:21][CH:22]=[CH:23][C:3]=3[C:2]([NH:1][C:36](=[O:37])[CH2:35][CH2:34][CH2:33][CH2:32][CH2:31][N:26]3[C:27](=[O:30])[CH:28]=[CH:29][C:25]3=[O:24])=[CH:10][C:9]=2[N:8]([C:11]([O:13][C:14]([CH3:16])([CH3:17])[CH3:15])=[O:12])[CH2:7]1. The catalyst class is: 44. (5) Reactant: [NH2:1][C:2]1[CH:3]=[C:4]([CH:8]([NH:48][C:49](=[O:55])[O:50][C:51]([CH3:54])([CH3:53])[CH3:52])[CH2:9][N:10]2[C:15](=[O:16])[C:14]3[C:17]4([O:33][CH2:34][C:13]=3[N:12]([CH2:35][C:36]3[C:41]([C:42]([F:45])([F:44])[F:43])=[CH:40][CH:39]=[CH:38][C:37]=3[F:46])[C:11]2=[O:47])[CH2:22][CH2:21][N:20]([CH2:23][C:24]2[O:25][C:26]([C:29]([F:32])([F:31])[F:30])=[CH:27][CH:28]=2)[CH2:19][CH2:18]4)[CH:5]=[CH:6][CH:7]=1.C1N=C[N:58]([C:61](N2C=NC=C2)=[O:62])C=1.C(N(CC)CC)C.[CH3:75][O:76]N.Cl.C(=O)(O)[O-].[Na+]. Product: [F:46][C:37]1[CH:38]=[CH:39][CH:40]=[C:41]([C:42]([F:45])([F:44])[F:43])[C:36]=1[CH2:35][N:12]1[C:13]2[CH2:34][O:33][C:17]3([CH2:22][CH2:21][N:20]([CH2:23][C:24]4[O:25][C:26]([C:29]([F:30])([F:31])[F:32])=[CH:27][CH:28]=4)[CH2:19][CH2:18]3)[C:14]=2[C:15](=[O:16])[N:10]([CH2:9][CH:8]([NH:48][C:49](=[O:55])[O:50][C:51]([CH3:52])([CH3:54])[CH3:53])[C:4]2[CH:5]=[CH:6][CH:7]=[C:2]([NH:1][C:61]([NH:58][O:76][CH3:75])=[O:62])[CH:3]=2)[C:11]1=[O:47]. The catalyst class is: 4. (6) Reactant: [Cl:1][C:2]1[CH:3]=[C:4]([NH:8][C:9]2[N:14]=[C:13]([C:15]3[CH:20]=[CH:19][N:18]=[C:17](Cl)[CH:16]=3)[N:12]=[CH:11][N:10]=2)[CH:5]=[CH:6][CH:7]=1.[CH3:22][O:23][CH2:24][CH:25]([NH2:27])[CH3:26]. Product: [Cl:1][C:2]1[CH:3]=[C:4]([NH:8][C:9]2[N:14]=[C:13]([C:15]3[CH:20]=[CH:19][N:18]=[C:17]([NH:27][CH:25]([CH3:26])[CH2:24][O:23][CH3:22])[CH:16]=3)[N:12]=[CH:11][N:10]=2)[CH:5]=[CH:6][CH:7]=1. The catalyst class is: 12. (7) Reactant: [Cl:1][C:2]1[C:3]([C:8]([OH:10])=O)=[N:4][N:5]([CH3:7])[CH:6]=1.O1CCCC1.C(Cl)(=O)C(Cl)=O.[NH2:22][C:23]1[CH:24]=[C:25]([CH:42]=[CH:43][C:44]=1[CH3:45])[O:26][C:27]1[CH:28]=[CH:29][C:30]2[N:31]([CH:33]=[C:34]([NH:36][C:37]([CH:39]3[CH2:41][CH2:40]3)=[O:38])[N:35]=2)[N:32]=1. Product: [Cl:1][C:2]1[C:3]([C:8]([NH:22][C:23]2[CH:24]=[C:25]([O:26][C:27]3[CH:28]=[CH:29][C:30]4[N:31]([CH:33]=[C:34]([NH:36][C:37]([CH:39]5[CH2:40][CH2:41]5)=[O:38])[N:35]=4)[N:32]=3)[CH:42]=[CH:43][C:44]=2[CH3:45])=[O:10])=[N:4][N:5]([CH3:7])[CH:6]=1. The catalyst class is: 402.